From a dataset of Catalyst prediction with 721,799 reactions and 888 catalyst types from USPTO. Predict which catalyst facilitates the given reaction. (1) Reactant: [Br:1][C:2]1[CH:3]=[C:4]([CH:6]=[CH:7][CH:8]=1)[NH2:5].Cl[C:10]1[C:19]2[C:14](=[CH:15][C:16]([O:24][CH3:25])=[C:17]([O:20][C:21]([CH3:23])=[O:22])[CH:18]=2)[N:13]=[CH:12][N:11]=1. Product: [Br:1][C:2]1[CH:3]=[C:4]([NH:5][C:10]2[C:19]3[C:14](=[CH:15][C:16]([O:24][CH3:25])=[C:17]([O:20][C:21]([CH3:23])=[O:22])[CH:18]=3)[N:13]=[CH:12][N:11]=2)[CH:6]=[CH:7][CH:8]=1. The catalyst class is: 32. (2) Reactant: [Cl:1][C:2]1[S:9][C:8]2/[C:7](=[CH:10]\[C:11]3[CH:16]=[CH:15][CH:14]=[C:13]([Cl:17])[C:12]=3[F:18])/[C:6](=[O:19])[NH:5][C:4]=2[CH:3]=1.[Li+].[OH-].[C:22]([O:26][C:27](=[O:36])[CH2:28]/[N:29]=[CH:30]/[CH2:31][C:32]([CH3:35])([CH3:34])[CH3:33])([CH3:25])([CH3:24])[CH3:23]. Product: [Cl:1][C:2]1[S:9][C:8]2[C:7]3([CH:10]([C:11]4[CH:16]=[CH:15][CH:14]=[C:13]([Cl:17])[C:12]=4[F:18])[CH:28]([C:27]([O:26][C:22]([CH3:23])([CH3:24])[CH3:25])=[O:36])[NH:29][CH:30]3[CH2:31][C:32]([CH3:35])([CH3:34])[CH3:33])[C:6](=[O:19])[NH:5][C:4]=2[CH:3]=1. The catalyst class is: 7. (3) Reactant: [C:1]([O:5][C:6]([N:8]1[CH2:17][CH2:16][C:15]2[N:14]=[C:13](Cl)[C:12]([C:19](OCC)=O)=[CH:11][C:10]=2[CH2:9]1)=[O:7])([CH3:4])([CH3:3])[CH3:2].O.[OH-].[Li+].CS(Cl)(=O)=O.[N:32]1C=CC=CC=1. Product: [C:1]([O:5][C:6]([N:8]1[CH2:17][CH2:16][C:15]2[N:14]=[CH:13][C:12]([C:19]#[N:32])=[CH:11][C:10]=2[CH2:9]1)=[O:7])([CH3:2])([CH3:3])[CH3:4]. The catalyst class is: 193.